Dataset: Reaction yield outcomes from USPTO patents with 853,638 reactions. Task: Predict the reaction yield, written as a fraction of the theoretical maximum amount of product (1.0 means a 100% yield; for example, 0.34 means a 34% yield). (1) The reactants are [OH:1][C:2]1[CH:3]=[CH:4][C:5]([CH3:13])=[C:6]([CH:12]=1)[C:7]([O:9][CH2:10][CH3:11])=[O:8].[H-].[Na+].[Br:16][C:17](Br)([F:19])[F:18]. The catalyst is CN(C)C=O. The product is [Br:16][C:17]([F:19])([F:18])[O:1][C:2]1[CH:3]=[CH:4][C:5]([CH3:13])=[C:6]([CH:12]=1)[C:7]([O:9][CH2:10][CH3:11])=[O:8]. The yield is 0.100. (2) The reactants are [CH3:1][C:2]([C:7]1[CH:12]=[CH:11][CH:10]=[CH:9][CH:8]=1)([CH3:6])[C:3](O)=[O:4].C[N:14](C=O)C.C(Cl)(=O)C(Cl)=O. The catalyst is C(Cl)Cl. The product is [CH3:1][C:2]([C:7]1[CH:12]=[CH:11][CH:10]=[CH:9][CH:8]=1)([CH3:6])[C:3]([NH2:14])=[O:4]. The yield is 0.880. (3) The reactants are [F:1][C:2]1[CH:7]=[CH:6][CH:5]=[CH:4][C:3]=1[CH:8](O)[CH:9]([CH2:13][C:14]1[CH:19]=[CH:18][C:17]([C:20]([F:23])([F:22])[F:21])=[CH:16][CH:15]=1)C(O)=O.C1(P(N=[N+]=[N-])(C2C=CC=CC=2)=[O:32])C=CC=CC=1.C([N:44]([CH2:47]C)CC)C.[OH2:49]. The catalyst is O1CCCC1. The product is [F:1][C:2]1[CH:7]=[CH:6][CH:5]=[CH:4][C:3]=1[CH:8]1[O:49][C:47](=[O:32])[NH:44][CH:9]1[CH2:13][C:14]1[CH:15]=[CH:16][C:17]([C:20]([F:21])([F:22])[F:23])=[CH:18][CH:19]=1. The yield is 0.880. (4) The reactants are CS(C)=O.C(Cl)(=O)C(Cl)=O.[OH:11][CH:12]1[C:16]2[N:17]=[CH:18][N:19]=[C:20]([N:21]3[CH2:26][CH2:25][N:24]([C:27]([O:29][C:30]([CH3:33])([CH3:32])[CH3:31])=[O:28])[CH2:23][CH2:22]3)[C:15]=2[C@H:14]([CH3:34])[CH2:13]1.C(N(CC)CC)C. The catalyst is C(Cl)Cl.CCOC(C)=O.O. The product is [CH3:34][C@H:14]1[C:15]2[C:20]([N:21]3[CH2:26][CH2:25][N:24]([C:27]([O:29][C:30]([CH3:33])([CH3:32])[CH3:31])=[O:28])[CH2:23][CH2:22]3)=[N:19][CH:18]=[N:17][C:16]=2[C:12](=[O:11])[CH2:13]1. The yield is 0.823. (5) The reactants are C[O:2][C:3]1[C:19]([C:20]#[N:21])=[C:7]2[CH:8]=[C:9]([C:11]3[CH:16]=[CH:15][C:14]([O:17]C)=[CH:13][CH:12]=3)[O:10][C:6]2=[CH:5][CH:4]=1.Cl.N1C=CC=CC=1.Cl. The catalyst is C(OCC)(=O)C. The product is [OH:2][C:3]1[C:19]([C:20]#[N:21])=[C:7]2[CH:8]=[C:9]([C:11]3[CH:12]=[CH:13][C:14]([OH:17])=[CH:15][CH:16]=3)[O:10][C:6]2=[CH:5][CH:4]=1. The yield is 0.847. (6) The reactants are [NH:1]1[C:9]2[C:4](=[CH:5][CH:6]=[CH:7][CH:8]=2)[CH:3]=[CH:2]1.[F:10][C:11]1[CH:16]=[CH:15][C:14]([C:17](O)([CH2:20][CH3:21])[CH2:18][CH3:19])=[CH:13][CH:12]=1.FC(F)(F)C(O)=O.C(=O)(O)[O-].[Na+]. The catalyst is ClCCl.C(OCC)(=O)C. The product is [CH2:18]([C:17]([C:3]1[C:4]2[C:9](=[CH:8][CH:7]=[CH:6][CH:5]=2)[NH:1][CH:2]=1)([C:14]1[CH:13]=[CH:12][C:11]([F:10])=[CH:16][CH:15]=1)[CH2:20][CH3:21])[CH3:19]. The yield is 0.630.